Dataset: Catalyst prediction with 721,799 reactions and 888 catalyst types from USPTO. Task: Predict which catalyst facilitates the given reaction. (1) The catalyst class is: 101. Reactant: Br[C:2]1[CH:7]=[CH:6][C:5]([C:8]2[N:12]([C:13]3[CH:18]=[CH:17][CH:16]=[C:15]([S:19]([CH3:22])(=[O:21])=[O:20])[CH:14]=3)[C:11]([CH3:23])=[C:10]([C:24]([O:26][CH2:27][CH3:28])=[O:25])[CH:9]=2)=[CH:4][CH:3]=1.[NH:29]1[CH2:34][CH2:33][O:32][CH2:31][CH2:30]1.C1C=CC(P(C2C(C3C(P(C4C=CC=CC=4)C4C=CC=CC=4)=CC=C4C=3C=CC=C4)=C3C(C=CC=C3)=CC=2)C2C=CC=CC=2)=CC=1.CC(C)([O-])C.[Na+]. Product: [CH2:27]([O:26][C:24]([C:10]1[CH:9]=[C:8]([C:5]2[CH:6]=[CH:7][C:2]([N:29]3[CH2:34][CH2:33][O:32][CH2:31][CH2:30]3)=[CH:3][CH:4]=2)[N:12]([C:13]2[CH:18]=[CH:17][CH:16]=[C:15]([S:19]([CH3:22])(=[O:21])=[O:20])[CH:14]=2)[C:11]=1[CH3:23])=[O:25])[CH3:28]. (2) Reactant: [CH2:1]([O:3][C:4](=[O:24])[C:5]([CH3:23])([O:7][C:8]1[CH:13]=[CH:12][CH:11]=[C:10]([C:14](=[O:22])[NH:15][CH:16]2[CH2:21][CH2:20][NH:19][CH2:18][CH2:17]2)[CH:9]=1)[CH3:6])[CH3:2].[CH2:25]([O:27][C:28]1[CH:29]=[C:30]([CH:33]=[C:34]([O:37][CH2:38][CH3:39])[C:35]=1[F:36])[CH:31]=O)[CH3:26].C(N(C(C)C)C(C)C)C.C(O)(=O)C.C([BH3-])#N.[Na+].C(=O)([O-])[O-].[Na+].[Na+]. Product: [CH2:1]([O:3][C:4](=[O:24])[C:5]([O:7][C:8]1[CH:13]=[CH:12][CH:11]=[C:10]([C:14](=[O:22])[NH:15][CH:16]2[CH2:17][CH2:18][N:19]([CH2:31][C:30]3[CH:33]=[C:34]([O:37][CH2:38][CH3:39])[C:35]([F:36])=[C:28]([O:27][CH2:25][CH3:26])[CH:29]=3)[CH2:20][CH2:21]2)[CH:9]=1)([CH3:23])[CH3:6])[CH3:2]. The catalyst class is: 5. (3) Reactant: C[N:2]([CH3:19])[CH:3]=[CH:4][C:5]([C:7]1[CH:8]=[C:9]([N:13]([CH2:17][CH3:18])[C:14](=[O:16])[CH3:15])[CH:10]=[CH:11][CH:12]=1)=O.Cl.N[C:22]1[C:26]([C:27]#[N:28])=C[NH:24][N:23]=1.Cl. The catalyst class is: 72. Product: [CH3:18][CH2:17][N:13]([C:14]([CH3:15])=[O:16])[C:9]1[CH:10]=[CH:11][CH:12]=[C:7]([C:5]2[N:24]3[N:23]=[CH:22][C:26]([C:27]#[N:28])=[C:19]3[N:2]=[CH:3][CH:4]=2)[CH:8]=1. (4) Reactant: C[O:2][C:3]([C:5]1[C:10]([OH:11])=[C:9]([OH:12])[N:8]=[C:7]([CH2:13][C:14]2([C:19]3[CH:24]=[CH:23][CH:22]=[CH:21][CH:20]=3)[CH2:18][CH2:17][CH2:16][CH2:15]2)[N:6]=1)=O.[CH3:25][NH2:26]. Product: [CH3:25][NH:26][C:3]([C:5]1[N:6]=[C:7]([CH2:13][C:14]2([C:19]3[CH:20]=[CH:21][CH:22]=[CH:23][CH:24]=3)[CH2:18][CH2:17][CH2:16][CH2:15]2)[NH:8][C:9](=[O:12])[C:10]=1[OH:11])=[O:2]. The catalyst class is: 1.